Predict the reaction yield, written as a fraction of the theoretical maximum amount of product (1.0 means a 100% yield; for example, 0.34 means a 34% yield). From a dataset of Reaction yield outcomes from USPTO patents with 853,638 reactions. (1) The reactants are [OH:1][C:2]([CH3:35])([CH3:34])[CH2:3][C@@:4]1([C:28]2[CH:33]=[CH:32][CH:31]=[CH:30][CH:29]=2)[O:9][C:8](=[O:10])[N:7]([C@H:11]([C:13]2[CH:18]=[CH:17][C:16](B3OC(C)(C)C(C)(C)O3)=[CH:15][CH:14]=2)[CH3:12])[CH2:6][CH2:5]1.Br[C:37]1[CH:38]=[CH:39][C:40]2[N:41]([N:43]=[C:44]([O:46][CH3:47])[N:45]=2)[CH:42]=1. No catalyst specified. The product is [OH:1][C:2]([CH3:34])([CH3:35])[CH2:3][C@@:4]1([C:28]2[CH:33]=[CH:32][CH:31]=[CH:30][CH:29]=2)[O:9][C:8](=[O:10])[N:7]([C@H:11]([C:13]2[CH:14]=[CH:15][C:16]([C:37]3[CH:38]=[CH:39][C:40]4[N:41]([N:43]=[C:44]([O:46][CH3:47])[N:45]=4)[CH:42]=3)=[CH:17][CH:18]=2)[CH3:12])[CH2:6][CH2:5]1. The yield is 0.660. (2) The reactants are [Cl:1][C:2]1[N:10]=[C:9](Cl)[CH:8]=[CH:7][C:3]=1[C:4]([OH:6])=[O:5].[C:12]([O:16][C:17]([C:19]1[CH:20]=[C:21](B(O)O)[CH:22]=[CH:23][CH:24]=1)=[O:18])([CH3:15])([CH3:14])[CH3:13].C(=O)([O-])[O-].[K+].[K+].COCCOC. The catalyst is O.C1C=CC([P]([Pd]([P](C2C=CC=CC=2)(C2C=CC=CC=2)C2C=CC=CC=2)([P](C2C=CC=CC=2)(C2C=CC=CC=2)C2C=CC=CC=2)[P](C2C=CC=CC=2)(C2C=CC=CC=2)C2C=CC=CC=2)(C2C=CC=CC=2)C2C=CC=CC=2)=CC=1. The product is [C:12]([O:16][C:17]([C:19]1[CH:24]=[C:23]([C:9]2[CH:8]=[CH:7][C:3]([C:4]([OH:6])=[O:5])=[C:2]([Cl:1])[N:10]=2)[CH:22]=[CH:21][CH:20]=1)=[O:18])([CH3:15])([CH3:13])[CH3:14]. The yield is 0.670. (3) The reactants are [N:1]1[CH:2]=[CH:3][N:4]2[C:9]([NH2:10])=[CH:8][CH:7]=[CH:6][C:5]=12.C1C(=O)N(OC(ON2C(=O)CCC2=O)=O)[C:13](=[O:14])C1.Cl.[Cl:30][C:31]1[CH:50]=[CH:49][C:34]([O:35][C:36]2[CH:37]=[C:38]([CH:46]=[CH:47][CH:48]=2)[CH2:39][N:40]2[CH2:45][CH2:44][NH:43][CH2:42][CH2:41]2)=[CH:33][CH:32]=1.C(N(C(C)C)CC)(C)C. The catalyst is C(Cl)Cl.CN(C1C=CN=CC=1)C.CCOC(C)=O. The product is [N:1]1[CH:2]=[CH:3][N:4]2[C:9]([NH:10][C:13]([N:43]3[CH2:44][CH2:45][N:40]([CH2:39][C:38]4[CH:46]=[CH:47][CH:48]=[C:36]([O:35][C:34]5[CH:49]=[CH:50][C:31]([Cl:30])=[CH:32][CH:33]=5)[CH:37]=4)[CH2:41][CH2:42]3)=[O:14])=[CH:8][CH:7]=[CH:6][C:5]=12. The yield is 0.460. (4) The yield is 0.320. No catalyst specified. The product is [CH:31]([OH:33])=[O:32].[OH:46][CH2:45][CH2:28][NH:27][S:24]([C:21]1[S:20][C:19]([C:18]2[CH:17]=[CH:16][N:15]=[C:14]3[NH:38][C:11]([CH:8]4[CH2:9][CH2:10][CH2:5][NH:6][CH2:7]4)=[CH:12][C:13]=23)=[CH:23][CH:22]=1)(=[O:26])=[O:25]. The reactants are CC([CH:5]1[CH2:10][CH2:9][C:8]([C:11]2[NH:38][C:14]3=[N:15][CH:16]=[CH:17][C:18]([C:19]4[S:20][C:21]([S:24]([NH:27][CH2:28]CN[C:31]([O:33]C(C)(C)C)=[O:32])(=[O:26])=[O:25])=[CH:22][CH:23]=4)=[C:13]3[CH:12]=2)=[CH:7][N:6]1C([O-])=O)(C)C.CN([CH:45]=[O:46])C.CO. (5) The reactants are [CH3:1][C:2]1[CH:11]=[C:10]([O:12][C:13](=[O:15])[CH3:14])[C:5]([C:6]([O:8][CH3:9])=[O:7])=[C:4]([O:16][C:17](=[O:19])[CH3:18])[CH:3]=1.[Br:20]N1C(=O)CCC1=O. The catalyst is C(Cl)(Cl)(Cl)Cl.C(OOC(=O)C1C=CC=CC=1)(=O)C1C=CC=CC=1.BrN1C(=O)CCC1=O. The product is [Br:20][CH2:1][C:2]1[CH:3]=[C:4]([O:16][C:17](=[O:19])[CH3:18])[C:5]([C:6]([O:8][CH3:9])=[O:7])=[C:10]([O:12][C:13](=[O:15])[CH3:14])[CH:11]=1. The yield is 0.620. (6) The reactants are P(Cl)(Cl)(Cl)(Cl)Cl.[Cl:7][S:8]([OH:11])(=O)=[O:9].[O:12]1[CH:16]=[CH:15][CH:14]=[CH:13]1. No catalyst specified. The product is [O:12]1[CH:16]=[CH:15][CH:14]=[C:13]1[S:8]([Cl:7])(=[O:11])=[O:9]. The yield is 0.0790.